Task: Regression. Given two drug SMILES strings and cell line genomic features, predict the synergy score measuring deviation from expected non-interaction effect.. Dataset: NCI-60 drug combinations with 297,098 pairs across 59 cell lines (1) Drug 1: CCC1=C2CN3C(=CC4=C(C3=O)COC(=O)C4(CC)O)C2=NC5=C1C=C(C=C5)O. Drug 2: CC1=C(N=C(N=C1N)C(CC(=O)N)NCC(C(=O)N)N)C(=O)NC(C(C2=CN=CN2)OC3C(C(C(C(O3)CO)O)O)OC4C(C(C(C(O4)CO)O)OC(=O)N)O)C(=O)NC(C)C(C(C)C(=O)NC(C(C)O)C(=O)NCCC5=NC(=CS5)C6=NC(=CS6)C(=O)NCCC[S+](C)C)O. Cell line: SF-268. Synergy scores: CSS=40.2, Synergy_ZIP=-3.99, Synergy_Bliss=-1.18, Synergy_Loewe=-11.8, Synergy_HSA=2.61. (2) Synergy scores: CSS=77.3, Synergy_ZIP=-2.19, Synergy_Bliss=-1.64, Synergy_Loewe=-41.7, Synergy_HSA=-0.141. Drug 1: CC1=C(C(=O)C2=C(C1=O)N3CC4C(C3(C2COC(=O)N)OC)N4)N. Drug 2: C(CN)CNCCSP(=O)(O)O. Cell line: HL-60(TB). (3) Drug 1: C1CCC(CC1)NC(=O)N(CCCl)N=O. Drug 2: C1=C(C(=O)NC(=O)N1)N(CCCl)CCCl. Cell line: RXF 393. Synergy scores: CSS=39.4, Synergy_ZIP=4.87, Synergy_Bliss=4.86, Synergy_Loewe=6.88, Synergy_HSA=8.05. (4) Drug 1: C1=NC2=C(N=C(N=C2N1C3C(C(C(O3)CO)O)O)F)N. Drug 2: C1=CN(C=N1)CC(O)(P(=O)(O)O)P(=O)(O)O. Cell line: BT-549. Synergy scores: CSS=0.556, Synergy_ZIP=-1.80, Synergy_Bliss=-1.98, Synergy_Loewe=-2.34, Synergy_HSA=-2.79. (5) Drug 1: CC1=CC2C(CCC3(C2CCC3(C(=O)C)OC(=O)C)C)C4(C1=CC(=O)CC4)C. Drug 2: CCC1(CC2CC(C3=C(CCN(C2)C1)C4=CC=CC=C4N3)(C5=C(C=C6C(=C5)C78CCN9C7C(C=CC9)(C(C(C8N6C)(C(=O)OC)O)OC(=O)C)CC)OC)C(=O)OC)O.OS(=O)(=O)O. Cell line: M14. Synergy scores: CSS=38.6, Synergy_ZIP=5.23, Synergy_Bliss=4.50, Synergy_Loewe=-38.0, Synergy_HSA=2.22. (6) Drug 1: CC1=C(C(CCC1)(C)C)C=CC(=CC=CC(=CC(=O)O)C)C. Drug 2: C1CN(CCN1C(=O)CCBr)C(=O)CCBr. Cell line: SK-MEL-5. Synergy scores: CSS=11.9, Synergy_ZIP=-5.67, Synergy_Bliss=-1.31, Synergy_Loewe=-4.65, Synergy_HSA=-2.19.